Dataset: Forward reaction prediction with 1.9M reactions from USPTO patents (1976-2016). Task: Predict the product of the given reaction. (1) Given the reactants [C:1]([O:4][CH2:5][C:6]1[C:7](Br)=[C:8]([CH2:12][CH2:13][CH2:14][C:15]([O-:17])=[O:16])[CH:9]=[CH:10][CH:11]=1)(=[O:3])[CH3:2].[B:19]1([B:19]2[O:23][C:22]([CH3:25])([CH3:24])[C:21]([CH3:27])([CH3:26])[O:20]2)[O:23][C:22]([CH3:25])([CH3:24])[C:21]([CH3:27])([CH3:26])[O:20]1.[CH3:37]C([O-])=O.[K+], predict the reaction product. The product is: [C:1]([O:4][CH2:5][C:6]1[C:7]([B:19]2[O:23][C:22]([CH3:25])([CH3:24])[C:21]([CH3:27])([CH3:26])[O:20]2)=[C:8]([CH2:12][CH2:13][CH2:14][C:15]([O:17][CH3:37])=[O:16])[CH:9]=[CH:10][CH:11]=1)(=[O:3])[CH3:2]. (2) Given the reactants C([O:8][C:9]1[N:24]=[C:23]([C:25]2[NH:26][C:27]3[C:32]([CH:33]=2)=[CH:31][CH:30]=[C:29]([O:34][CH3:35])[CH:28]=3)[C:22]([CH2:36][CH3:37])=[C:21]([O:38]CC2C=CC=CC=2)[C:10]=1[C:11]([O:13]CC1C=CC=CC=1)=[O:12])C1C=CC=CC=1, predict the reaction product. The product is: [CH2:36]([C:22]1[C:21]([OH:38])=[C:10]([C:11]([OH:13])=[O:12])[C:9](=[O:8])[NH:24][C:23]=1[C:25]1[NH:26][C:27]2[C:32]([CH:33]=1)=[CH:31][CH:30]=[C:29]([O:34][CH3:35])[CH:28]=2)[CH3:37]. (3) Given the reactants [OH-].[K+].[CH2:3]([O:5][C:6](=[O:14])[CH:7]([CH3:13])[C:8]([O:10]CC)=[O:9])C, predict the reaction product. The product is: [CH3:3][O:5][C:6](=[O:14])[CH:7]([CH3:13])[C:8]([OH:10])=[O:9]. (4) Given the reactants [NH2:1][C:2]1[CH:7]=[CH:6][C:5]([C:8]2[N:12]([CH3:13])[C:11]([C:14]#[N:15])=[CH:10][CH:9]=2)=[CH:4][CH:3]=1.[C:16](Cl)(=[O:23])[C:17]1[CH:22]=[CH:21][CH:20]=[CH:19][CH:18]=1, predict the reaction product. The product is: [C:14]([C:11]1[N:12]([CH3:13])[C:8]([C:5]2[CH:6]=[CH:7][C:2]([NH:1][C:16](=[O:23])[C:17]3[CH:22]=[CH:21][CH:20]=[CH:19][CH:18]=3)=[CH:3][CH:4]=2)=[CH:9][CH:10]=1)#[N:15]. (5) Given the reactants [CH2:1]([O:3][C:4](=[O:22])/[CH:5]=[CH:6]/[C:7]1[C:8]([NH:16][CH:17]2[CH2:21][CH2:20][CH2:19][CH2:18]2)=[N:9][C:10](S(C)=O)=[N:11][CH:12]=1)[CH3:2].[CH3:23][N:24]1[CH2:29][CH2:28][N:27]([C:30]2[CH:36]=[CH:35][C:33]([NH2:34])=[CH:32][CH:31]=2)[CH2:26][CH2:25]1, predict the reaction product. The product is: [CH2:1]([O:3][C:4](=[O:22])/[CH:5]=[CH:6]/[C:7]1[C:8]([NH:16][CH:17]2[CH2:21][CH2:20][CH2:19][CH2:18]2)=[N:9][C:10]([NH:34][C:33]2[CH:32]=[CH:31][C:30]([N:27]3[CH2:26][CH2:25][N:24]([CH3:23])[CH2:29][CH2:28]3)=[CH:36][CH:35]=2)=[N:11][CH:12]=1)[CH3:2]. (6) Given the reactants O[C:2]1[N:7]2[N:8]=[CH:9][CH:10]=[C:6]2[N:5]=[CH:4][C:3]=1[C:11]([O:13][CH2:14][CH3:15])=[O:12].[Cl:16][C:17]1[CH:23]=[CH:22][C:21]([CH3:24])=[CH:20][C:18]=1[NH2:19], predict the reaction product. The product is: [Cl:16][C:17]1[CH:23]=[CH:22][C:21]([CH3:24])=[CH:20][C:18]=1[NH:19][C:2]1[N:7]2[N:8]=[CH:9][CH:10]=[C:6]2[N:5]=[CH:4][C:3]=1[C:11]([O:13][CH2:14][CH3:15])=[O:12]. (7) Given the reactants [C:1]([O:10]C)(=O)[C:2]1[C:3](=[CH:5][CH:6]=[CH:7][CH:8]=1)[SH:4].[C:12]([C:14]1[CH:19]=[CH:18][CH:17]=[C:16]([S:20][CH2:21][CH2:22][CH3:23])[N:15]=1)#[N:13].C(N(CC)CC)C, predict the reaction product. The product is: [CH2:21]([S:20][C:16]1[N:15]=[C:14]([C:12]2[S:4][C:3]3[CH:5]=[CH:6][CH:7]=[CH:8][C:2]=3[C:1](=[O:10])[N:13]=2)[CH:19]=[CH:18][CH:17]=1)[CH2:22][CH3:23]. (8) The product is: [C:1]([C:4]1[CH:9]=[N:8][N:7]2[CH:10]=[C:11]([C:13]3[O:14][C:45]([S:39][CH3:38])=[N:16][N:15]=3)[CH:12]=[C:6]2[C:5]=1[NH:17][C@@H:18]1[CH2:23][CH2:22][N:21]([C:24]([O:26][C:27]([CH3:30])([CH3:29])[CH3:28])=[O:25])[CH2:20][C:19]1([CH3:32])[CH3:31])(=[O:3])[NH2:2]. Given the reactants [C:1]([C:4]1[CH:9]=[N:8][N:7]2[CH:10]=[C:11]([C:13]([NH:15][NH2:16])=[O:14])[CH:12]=[C:6]2[C:5]=1[NH:17][C@@H:18]1[CH2:23][CH2:22][N:21]([C:24]([O:26][C:27]([CH3:30])([CH3:29])[CH3:28])=[O:25])[CH2:20][C:19]1([CH3:32])[CH3:31])(=[O:3])[NH2:2].N1([C:38](N2C=CN=C2)=[S:39])C=CN=C1.[CH2:45](N(CC)CC)C.IC, predict the reaction product.